From a dataset of Peptide-MHC class I binding affinity with 185,985 pairs from IEDB/IMGT. Regression. Given a peptide amino acid sequence and an MHC pseudo amino acid sequence, predict their binding affinity value. This is MHC class I binding data. (1) The peptide sequence is RRGKANKPR. The MHC is HLA-A26:03 with pseudo-sequence HLA-A26:03. The binding affinity (normalized) is 0.0847. (2) The peptide sequence is DFYDFAVSK. The MHC is HLA-A31:01 with pseudo-sequence HLA-A31:01. The binding affinity (normalized) is 0.129. (3) The peptide sequence is KFNPMKTYI. The MHC is Mamu-A02 with pseudo-sequence Mamu-A02. The binding affinity (normalized) is 0.185. (4) The peptide sequence is VAPMVGGMM. The MHC is HLA-A69:01 with pseudo-sequence HLA-A69:01. The binding affinity (normalized) is 0.0847. (5) The binding affinity (normalized) is 0.0847. The peptide sequence is VIGVGMGLY. The MHC is HLA-A02:19 with pseudo-sequence HLA-A02:19.